From a dataset of Reaction yield outcomes from USPTO patents with 853,638 reactions. Predict the reaction yield, written as a fraction of the theoretical maximum amount of product (1.0 means a 100% yield; for example, 0.34 means a 34% yield). (1) The reactants are [CH3:1][N:2]([CH2:4][C:5]1[CH:22]=[CH:21][C:8](/[CH:9]=[N:10]/[C:11]2[CH:19]=[CH:18][CH:17]=[C:16]3[C:12]=2[CH2:13][O:14][C:15]3=[O:20])=[CH:7][CH:6]=1)[CH3:3].[CH3:23][N:24]1[C:28]([CH:29]=O)=[N:27][CH:26]=[N:25]1.[CH3:31][CH2:32][O-:33].[Na+]. The catalyst is C(OCC)(=O)CC. The product is [CH3:1][N:2]([CH2:4][C:5]1[CH:22]=[CH:21][C:8]([CH:9]2[CH:29]([C:28]3[N:24]([CH3:23])[N:25]=[CH:26][N:27]=3)[C:32](=[O:33])[C:31]3[C:16]([C:15]([O:14][CH2:13][CH3:12])=[O:20])=[CH:17][CH:18]=[CH:19][C:11]=3[NH:10]2)=[CH:7][CH:6]=1)[CH3:3]. The yield is 0.160. (2) No catalyst specified. The yield is 0.860. The product is [C:6]([C:7]1[CH:8]=[CH:9][C:10]2[C:19]3[CH:18]=[C:17]4[CH2:20][CH2:21][CH2:22][C:23](=[O:24])[C:16]4=[CH:15][C:14]=3[O:13][CH2:12][C:11]=2[CH:25]=1)(=[O:27])[CH3:5]. The reactants are C[Si]([C:5]#[C:6][C:7]1[CH:8]=[CH:9][C:10]2[C:19]3[CH:18]=[C:17]4[CH2:20][CH2:21][CH2:22][C:23](=[O:24])[C:16]4=[CH:15][C:14]=3[O:13][CH2:12][C:11]=2[CH:25]=1)(C)C.C(O)(C(F)(F)F)=[O:27]. (3) The reactants are [K].N1C=CN=C1.FC(F)=C(F)F.FC(F)(F)C(OCC)=O.[F:22][C:23]([N:28]1[CH:32]=[CH:31][N:30]=[CH:29]1)(F)[CH:24]([F:26])[F:25]. The catalyst is O1CCCC1. The product is [F:22][C:23]([N:28]1[CH:32]=[CH:31][N:30]=[CH:29]1)=[C:24]([F:26])[F:25]. The yield is 0.550. (4) The reactants are [H-].[Na+].[Br:3][C:4]1[CH:9]=[CH:8][N:7]=[C:6]([OH:10])[CH:5]=1.[CH3:11]I. The catalyst is C1COCC1. The product is [Br:3][C:4]1[CH:9]=[CH:8][N:7]([CH3:11])[C:6](=[O:10])[CH:5]=1. The yield is 0.500. (5) The reactants are O.[NH2:2][NH2:3].[Cl:4][C:5]1[CH:10]=[CH:9][CH:8]=[CH:7][C:6]=1[CH:11]1[O:13][C:12]1([CH2:22]OS(C)(=O)=O)[C:14]1[CH:19]=[CH:18][C:17]([F:20])=[CH:16][C:15]=1[F:21].[OH:28][P:29]([OH:32])([OH:31])=[O:30]. The catalyst is C(#N)C.C1(C)C=CC=CC=1. The product is [P:29]([O-:32])([O-:31])([O-:30])=[O:28].[Cl:4][C:5]1[CH:10]=[CH:9][CH:8]=[CH:7][C:6]=1[CH:11]1[O:13][C:12]1([CH2:22][NH2+:2][NH2:3])[C:14]1[CH:19]=[CH:18][C:17]([F:20])=[CH:16][C:15]=1[F:21].[Cl:4][C:5]1[CH:10]=[CH:9][CH:8]=[CH:7][C:6]=1[CH:11]1[O:13][C:12]1([CH2:22][NH2+:2][NH2:3])[C:14]1[CH:19]=[CH:18][C:17]([F:20])=[CH:16][C:15]=1[F:21].[Cl:4][C:5]1[CH:10]=[CH:9][CH:8]=[CH:7][C:6]=1[CH:11]1[O:13][C:12]1([CH2:22][NH2+:2][NH2:3])[C:14]1[CH:19]=[CH:18][C:17]([F:20])=[CH:16][C:15]=1[F:21]. The yield is 0.760. (6) The reactants are CC1(C)[N:6]([C:7]2[S:8][C:9]3[CH:15]=[C:14]([CH2:16][N:17]4[C:21]5[CH:22]=[CH:23][C:24]([O:26][CH2:27][CH2:28][OH:29])=[CH:25][C:20]=5[N:19]=[CH:18]4)[CH:13]=[CH:12][C:10]=3[N:11]=2)[C@@H:5]2[CH2:30][CH2:31][CH2:32][CH2:33][C@H:4]2[O:3]1.C(N(CC)CC)C. The catalyst is C(Cl)Cl.Cl. The product is [OH:29][CH2:28][CH2:27][O:26][C:24]1[CH:23]=[CH:22][C:21]2[N:17]([CH2:16][C:14]3[CH:13]=[CH:12][C:10]4[N:11]=[C:7]([NH:6][C@@H:5]5[CH2:30][CH2:31][CH2:32][CH2:33][C@H:4]5[OH:3])[S:8][C:9]=4[CH:15]=3)[CH:18]=[N:19][C:20]=2[CH:25]=1. The yield is 0.470.